Dataset: Full USPTO retrosynthesis dataset with 1.9M reactions from patents (1976-2016). Task: Predict the reactants needed to synthesize the given product. (1) Given the product [C:1]([C:3]1[CH:8]=[CH:7][C:6]([N:9]2[C:13](=[O:14])[C:12]([CH3:16])([CH3:15])[N:11]([C:17]3[CH:22]=[CH:21][C:20]([C:23]4[CH:28]=[CH:27][C:26]([NH:29][CH2:30][CH2:31][CH2:32][CH2:33][O:34][CH2:35][C:36]([OH:38])=[O:37])=[CH:25][CH:24]=4)=[CH:19][CH:18]=3)[C:10]2=[S:43])=[CH:5][C:4]=1[C:44]([F:47])([F:46])[F:45])#[N:2], predict the reactants needed to synthesize it. The reactants are: [C:1]([C:3]1[CH:8]=[CH:7][C:6]([N:9]2[C:13](=[O:14])[C:12]([CH3:16])([CH3:15])[N:11]([C:17]3[CH:22]=[CH:21][C:20]([C:23]4[CH:28]=[CH:27][C:26]([NH:29][CH2:30][CH2:31][CH2:32][CH2:33][O:34][CH2:35][C:36]([O:38]C(C)(C)C)=[O:37])=[CH:25][CH:24]=4)=[CH:19][CH:18]=3)[C:10]2=[S:43])=[CH:5][C:4]=1[C:44]([F:47])([F:46])[F:45])#[N:2].FC(F)(F)C(O)=O. (2) Given the product [CH3:38][NH:37][C:35]([C:32]1[CH:31]=[CH:30][C:29]([O:1][C:2]2[CH:3]=[CH:4][C:5]([C:8]3[CH:25]=[CH:24][C:11]4[CH2:12][CH2:13][N:14]([C:17]([O:19][C:20]([CH3:21])([CH3:22])[CH3:23])=[O:18])[CH2:15][CH2:16][C:10]=4[CH:9]=3)=[CH:6][CH:7]=2)=[N:34][CH:33]=1)=[O:36], predict the reactants needed to synthesize it. The reactants are: [OH:1][C:2]1[CH:7]=[CH:6][C:5]([C:8]2[CH:25]=[CH:24][C:11]3[CH2:12][CH2:13][N:14]([C:17]([O:19][C:20]([CH3:23])([CH3:22])[CH3:21])=[O:18])[CH2:15][CH2:16][C:10]=3[CH:9]=2)=[CH:4][CH:3]=1.[H-].[Na+].Cl[C:29]1[N:34]=[CH:33][C:32]([C:35]([NH:37][CH3:38])=[O:36])=[CH:31][CH:30]=1. (3) Given the product [CH3:1][C:2]1[C:6]([C:7]([NH:9][N:10]2[CH2:11][CH2:12][CH2:13][CH2:14][CH2:15]2)=[O:8])=[N:5][N:4]([C:16]2[CH:17]=[CH:18][C:19]([Cl:23])=[CH:20][C:21]=2[Cl:22])[C:3]=1[C:24]1[CH:25]=[CH:26][C:27]([Cl:30])=[CH:28][CH:29]=1, predict the reactants needed to synthesize it. The reactants are: [CH3:1][C:2]1[C:6]([C:7]([NH:9][N:10]2[CH2:15][CH2:14][CH2:13][CH2:12][CH2:11]2)=[O:8])=[N:5][N:4]([C:16]2[CH:17]=[CH:18][C:19]([Cl:23])=[CH:20][C:21]=2[Cl:22])[C:3]=1[C:24]1[CH:25]=[CH:26][C:27]([Cl:30])=[CH:28][CH:29]=1.Cl.[OH-].[Na+]. (4) Given the product [C:29]1([C:35]2[NH:44][C:38]3[N:39]=[CH:40][N:41]=[C:42]([SH:2])[C:37]=3[CH:36]=2)[CH:34]=[CH:33][CH:32]=[CH:31][CH:30]=1, predict the reactants needed to synthesize it. The reactants are: P12(SP3(SP(SP(S3)(S1)=S)(=S)S2)=S)=[S:2].C(=O)(O)[O-].[Na+].COCCOCCOC.[C:29]1([C:35]2[NH:44][C:38]3[N:39]=[CH:40][N:41]=[C:42](O)[C:37]=3[CH:36]=2)[CH:34]=[CH:33][CH:32]=[CH:31][CH:30]=1. (5) The reactants are: [F:1][C:2]([F:15])([F:14])[S:3]([O:6]S(C(F)(F)F)(=O)=O)(=[O:5])=[O:4].[CH3:16][O:17][C:18]1[CH:19]=[C:20](O)[CH:21]=[C:22]([CH3:24])[CH:23]=1. Given the product [F:1][C:2]([F:15])([F:14])[S:3]([O:6][C:20]1[CH:21]=[C:22]([CH3:24])[CH:23]=[C:18]([O:17][CH3:16])[CH:19]=1)(=[O:5])=[O:4], predict the reactants needed to synthesize it. (6) Given the product [NH2:1][C:4]1[CH:13]=[CH:12][CH:11]=[C:10]2[C:5]=1[CH2:6][CH2:7][O:8][C:9]2=[O:14], predict the reactants needed to synthesize it. The reactants are: [N+:1]([C:4]1[CH:13]=[CH:12][CH:11]=[C:10]2[C:5]=1[CH:6]=[CH:7][O:8][C:9]2=[O:14])([O-])=O. (7) Given the product [CH3:32][C:29]1[N:30]=[CH:31][C:26]([CH:24]=[CH:7][C:8](=[O:23])[CH2:9][CH2:10][CH2:11][CH2:12][C:13]2[CH:22]=[CH:21][C:20]3[CH2:19][CH2:18][CH2:17][NH:16][C:15]=3[N:14]=2)=[CH:27][N:28]=1, predict the reactants needed to synthesize it. The reactants are: COP([CH2:7][C:8](=[O:23])[CH2:9][CH2:10][CH2:11][CH2:12][C:13]1[CH:22]=[CH:21][C:20]2[CH2:19][CH2:18][CH2:17][NH:16][C:15]=2[N:14]=1)(=O)OC.[CH:24]([C:26]1[CH:27]=[N:28][C:29]([CH3:32])=[N:30][CH:31]=1)=O.C([O-])([O-])=O.[K+].[K+].